This data is from Forward reaction prediction with 1.9M reactions from USPTO patents (1976-2016). The task is: Predict the product of the given reaction. (1) Given the reactants [O:1]=[C:2]1[N:7]([CH2:8][C:9]2[CH:10]=[C:11]([CH:15]=[CH:16][CH:17]=2)[C:12](Cl)=[O:13])[N:6]=[C:5]([C:18]2[O:22][N:21]=[C:20]([C:23]3[CH:28]=[CH:27][C:26]([C:29]([CH3:35])([CH3:34])[C:30]([F:33])([F:32])[F:31])=[CH:25][CH:24]=3)[N:19]=2)[CH:4]=[CH:3]1.[CH3:36][N:37]1[CH2:42][CH2:41][NH:40][CH2:39][CH2:38]1, predict the reaction product. The product is: [CH3:36][N:37]1[CH2:42][CH2:41][N:40]([C:12]([C:11]2[CH:10]=[C:9]([CH:17]=[CH:16][CH:15]=2)[CH2:8][N:7]2[C:2](=[O:1])[CH:3]=[CH:4][C:5]([C:18]3[O:22][N:21]=[C:20]([C:23]4[CH:24]=[CH:25][C:26]([C:29]([CH3:34])([CH3:35])[C:30]([F:33])([F:32])[F:31])=[CH:27][CH:28]=4)[N:19]=3)=[N:6]2)=[O:13])[CH2:39][CH2:38]1. (2) Given the reactants CON(C)[C:4]([C:6]1[C:14]2[O:13][C:12]([C:15]3[CH:20]=[CH:19][C:18]([O:21][CH3:22])=[CH:17][CH:16]=3)=[CH:11][C:10]=2[CH:9]=[C:8]([O:23][CH3:24])[CH:7]=1)=[O:5].[CH3:26][Li].Cl, predict the reaction product. The product is: [CH3:24][O:23][C:8]1[CH:7]=[C:6]([C:4](=[O:5])[CH3:26])[C:14]2[O:13][C:12]([C:15]3[CH:20]=[CH:19][C:18]([O:21][CH3:22])=[CH:17][CH:16]=3)=[CH:11][C:10]=2[CH:9]=1. (3) Given the reactants [F:1][C:2]1[CH:7]=[C:6](I)[CH:5]=[CH:4][C:3]=1[N:9]1[CH:14]=[C:13]([O:15][CH3:16])[C:12](=[O:17])[C:11]([C:18]2[N:22]([C:23]3[CH:28]=[CH:27][CH:26]=[CH:25][CH:24]=3)[N:21]=[CH:20][CH:19]=2)=[N:10]1.[NH:29]1[CH:33]=[CH:32][N:31]=[CH:30]1.N[C@@H]1CCCC[C@H]1N.C([O-])([O-])=O.[Cs+].[Cs+], predict the reaction product. The product is: [F:1][C:2]1[CH:7]=[C:6]([N:29]2[CH:33]=[CH:32][N:31]=[CH:30]2)[CH:5]=[CH:4][C:3]=1[N:9]1[CH:14]=[C:13]([O:15][CH3:16])[C:12](=[O:17])[C:11]([C:18]2[N:22]([C:23]3[CH:28]=[CH:27][CH:26]=[CH:25][CH:24]=3)[N:21]=[CH:20][CH:19]=2)=[N:10]1. (4) Given the reactants [O:1]([C:8]1[CH:13]=[CH:12][C:11]([OH:14])=[CH:10][CH:9]=1)[C:2]1[CH:7]=[CH:6][CH:5]=[CH:4][CH:3]=1.C1COCC1.[OH-].[Na+].Br[C:23]1[CH:28]=[CH:27][C:26]([CH2:29][CH2:30][O:31]CC2C=CC=CC=2)=[CH:25][CH:24]=1, predict the reaction product. The product is: [O:1]([C:8]1[CH:9]=[CH:10][C:11]([O:14][C:23]2[CH:28]=[CH:27][C:26]([CH2:29][CH2:30][OH:31])=[CH:25][CH:24]=2)=[CH:12][CH:13]=1)[C:2]1[CH:7]=[CH:6][CH:5]=[CH:4][CH:3]=1. (5) Given the reactants [OH:1][C:2]1[CH:3]=[C:4]([NH:8][C:9]2[CH:10]=[CH:11][C:12]([CH3:30])=[C:13]([C:15]3[S:19][C:18]([S:20][CH3:21])=[C:17]([C:22]#[N:23])[C:16]=3[C:24]3[CH:25]=[N:26][CH:27]=[CH:28][CH:29]=3)[CH:14]=2)[CH:5]=[CH:6][CH:7]=1.Br[CH2:32][CH2:33][CH2:34][OH:35].C([O-])([O-])=O.[K+].[K+], predict the reaction product. The product is: [OH:35][CH2:34][CH2:33][CH2:32][O:1][C:2]1[CH:3]=[C:4]([NH:8][C:9]2[CH:10]=[CH:11][C:12]([CH3:30])=[C:13]([C:15]3[S:19][C:18]([S:20][CH3:21])=[C:17]([C:22]#[N:23])[C:16]=3[C:24]3[CH:25]=[N:26][CH:27]=[CH:28][CH:29]=3)[CH:14]=2)[CH:5]=[CH:6][CH:7]=1. (6) Given the reactants [Br:1][C:2]1[CH:3]=[C:4]2[C:12](=[CH:13][CH:14]=1)[NH:11][C:10]1[CH:9]([NH:15][C:16]3[N:21]=[CH:20][CH:19]=[CH:18][N:17]=3)[CH2:8][CH2:7][CH2:6][C:5]2=1.[ClH:22], predict the reaction product. The product is: [ClH:22].[Br:1][C:2]1[CH:3]=[C:4]2[C:12](=[CH:13][CH:14]=1)[NH:11][C:10]1[CH:9]([NH:15][C:16]3[N:21]=[CH:20][CH:19]=[CH:18][N:17]=3)[CH2:8][CH2:7][CH2:6][C:5]2=1. (7) Given the reactants Br[C:2]1[CH:7]=[CH:6][C:5]([CH3:8])=[CH:4][N:3]=1.[CH3:9][O-:10].[Na+].O, predict the reaction product. The product is: [CH3:9][O:10][C:2]1[CH:7]=[CH:6][C:5]([CH3:8])=[CH:4][N:3]=1. (8) Given the reactants [CH:1]1([C:4]2(C(O)=O)[CH2:8][S:7][N:6]=[N:5]2)[CH2:3][CH2:2]1.Cl.C(N=C=[N:17][CH2:18][CH2:19][CH2:20][N:21]([CH3:23])C)C.[C:24]([C:26]1C=CC=[CH:29][C:27]=1N)#N.[OH2:33], predict the reaction product. The product is: [C:18]([C:19]1[CH:29]=[CH:27][CH:26]=[CH:24][C:20]=1[NH:21][C:23]([C:8]1[S:7][N:6]=[N:5][C:4]=1[CH:1]1[CH2:2][CH2:3]1)=[O:33])#[N:17]. (9) The product is: [O:21]=[C:15]1[CH:14]([N:8]2[C:7](=[O:22])[C:6]3[C:10](=[CH:11][CH:12]=[C:4]([CH2:3][NH:2][C:28]([C:24]4[O:23][CH:27]=[CH:26][CH:25]=4)=[O:29])[CH:5]=3)[C:9]2=[O:13])[CH2:19][CH2:18][C:17](=[O:20])[NH:16]1. Given the reactants Cl.[NH2:2][CH2:3][C:4]1[CH:5]=[C:6]2[C:10](=[CH:11][CH:12]=1)[C:9](=[O:13])[N:8]([CH:14]1[CH2:19][CH2:18][C:17](=[O:20])[NH:16][C:15]1=[O:21])[C:7]2=[O:22].[O:23]1[CH:27]=[CH:26][CH:25]=[C:24]1[C:28](Cl)=[O:29].CCN(C(C)C)C(C)C, predict the reaction product. (10) Given the reactants Br[CH2:2][C:3]([C:5]1[C:10]([CH3:11])=[CH:9][C:8]([S:12][C:13]2[CH:18]=[CH:17][C:16]([O:19][CH3:20])=[CH:15][CH:14]=2)=[CH:7][C:6]=1[CH3:21])=O.[NH2:22][C:23]([NH2:25])=[S:24], predict the reaction product. The product is: [CH3:20][O:19][C:16]1[CH:17]=[CH:18][C:13]([S:12][C:8]2[CH:9]=[C:10]([CH3:11])[C:5]([C:3]3[N:22]=[C:23]([NH2:25])[S:24][CH:2]=3)=[C:6]([CH3:21])[CH:7]=2)=[CH:14][CH:15]=1.